From a dataset of Full USPTO retrosynthesis dataset with 1.9M reactions from patents (1976-2016). Predict the reactants needed to synthesize the given product. The reactants are: [OH:1][C:2]1[CH:3]=[C:4]2[C:11](=[C:12]([CH3:15])[C:13]=1[CH3:14])[O:10][CH2:9][C:6]1([CH2:8][CH2:7]1)[C:5]2=[O:16].[BH4-].[Na+]. Given the product [CH3:14][C:13]1[C:12]([CH3:15])=[C:11]2[C:4]([CH:5]([OH:16])[C:6]3([CH2:9][O:10]2)[CH2:8][CH2:7]3)=[CH:3][C:2]=1[OH:1], predict the reactants needed to synthesize it.